This data is from NCI-60 drug combinations with 297,098 pairs across 59 cell lines. The task is: Regression. Given two drug SMILES strings and cell line genomic features, predict the synergy score measuring deviation from expected non-interaction effect. (1) Drug 1: C1=CC=C(C(=C1)C(C2=CC=C(C=C2)Cl)C(Cl)Cl)Cl. Drug 2: CC12CCC3C(C1CCC2O)C(CC4=C3C=CC(=C4)O)CCCCCCCCCS(=O)CCCC(C(F)(F)F)(F)F. Cell line: SF-295. Synergy scores: CSS=-2.86, Synergy_ZIP=-1.58, Synergy_Bliss=-4.68, Synergy_Loewe=-8.34, Synergy_HSA=-6.37. (2) Drug 1: CNC(=O)C1=NC=CC(=C1)OC2=CC=C(C=C2)NC(=O)NC3=CC(=C(C=C3)Cl)C(F)(F)F. Drug 2: C1C(C(OC1N2C=NC(=NC2=O)N)CO)O. Cell line: MOLT-4. Synergy scores: CSS=46.6, Synergy_ZIP=-0.700, Synergy_Bliss=-1.26, Synergy_Loewe=-0.248, Synergy_HSA=3.36.